From a dataset of Forward reaction prediction with 1.9M reactions from USPTO patents (1976-2016). Predict the product of the given reaction. Given the reactants [CH2:1]([C@H:8]([CH2:12][C:13]([O:15]C(C)(C)C)=[O:14])[C:9]([OH:11])=O)[C:2]1[CH:7]=[CH:6][CH:5]=[CH:4][CH:3]=1.[F:20][C:21]1[CH:22]=[C:23]([C:29]2[CH:34]=[CH:33][CH:32]=[CH:31][C:30]=2[C:35]2[N:36]=[C:37]([NH:40][CH3:41])[S:38][CH:39]=2)[CH:24]=[N:25][C:26]=1[O:27][CH3:28].BrC1C=C(F)C(OC)=NC=1, predict the reaction product. The product is: [CH2:1]([C@@H:8]([C:9]([N:40]([C:37]1[S:38][CH:39]=[C:35]([C:30]2[CH:31]=[CH:32][CH:33]=[CH:34][C:29]=2[C:23]2[CH:24]=[N:25][C:26]([O:27][CH3:28])=[C:21]([F:20])[CH:22]=2)[N:36]=1)[CH3:41])=[O:11])[CH2:12][C:13]([OH:15])=[O:14])[C:2]1[CH:3]=[CH:4][CH:5]=[CH:6][CH:7]=1.